This data is from Full USPTO retrosynthesis dataset with 1.9M reactions from patents (1976-2016). The task is: Predict the reactants needed to synthesize the given product. (1) Given the product [F:1][C:2]1[CH:7]=[CH:6][C:5]([C:7]2[C:2]([F:1])=[N:3][CH:4]=[CH:5][CH:6]=2)=[CH:4][C:25]=1[CH2:24][OH:23], predict the reactants needed to synthesize it. The reactants are: [F:1][C:2]1[C:7](B(O)O)=[CH:6][CH:5]=[CH:4][N:3]=1.P([O-])([O-])([O-])=O.[K+].[K+].[K+].O.C([O:23][CH2:24][CH3:25])(=O)C. (2) Given the product [C:18]([NH:17][CH:4]1[CH2:3][C:2]([CH3:21])([CH3:1])[C:8]2[CH:9]=[CH:10][C:11]([NH:13][C:23]3[N:28]=[C:27]([NH:29][C:30]4[C:41]([F:42])=[CH:40][CH:39]=[CH:38][C:31]=4[C:32]([NH:34][CH2:35][C:36]#[CH:37])=[O:33])[C:26]([Cl:43])=[CH:25][N:24]=3)=[CH:12][C:7]=2[NH:6][C:5]1=[O:16])(=[O:20])[CH3:19], predict the reactants needed to synthesize it. The reactants are: [CH3:1][C:2]1([CH3:21])[C:8]2[CH:9]=[CH:10][C:11]([N+:13]([O-])=O)=[CH:12][C:7]=2[NH:6][C:5](=[O:16])[CH:4]([NH:17][C:18](=[O:20])[CH3:19])[CH2:3]1.Cl[C:23]1[N:28]=[C:27]([NH:29][C:30]2[C:41]([F:42])=[CH:40][CH:39]=[CH:38][C:31]=2[C:32]([NH:34][CH2:35][C:36]#[CH:37])=[O:33])[C:26]([Cl:43])=[CH:25][N:24]=1. (3) Given the product [ClH:28].[C:46]([C:40]1[N:39]=[CH:38][C:37]([C:17]2[N:16]([C:14]([N:11]3[CH2:10][CH2:9][N:8]([CH2:7][C:6]([OH:50])=[O:5])[CH2:13][CH2:12]3)=[O:15])[C@@:20]([C:22]3[CH:23]=[CH:24][C:25]([Cl:28])=[CH:26][CH:27]=3)([CH3:21])[C@@:19]([C:30]3[CH:31]=[CH:32][C:33]([Cl:36])=[CH:34][CH:35]=3)([CH3:29])[N:18]=2)=[C:42]([O:43][CH2:44][CH3:45])[CH:41]=1)([CH3:47])([CH3:48])[CH3:49], predict the reactants needed to synthesize it. The reactants are: C([O:5][C:6](=[O:50])[CH2:7][N:8]1[CH2:13][CH2:12][N:11]([C:14]([N:16]2[C@@:20]([C:22]3[CH:27]=[CH:26][C:25]([Cl:28])=[CH:24][CH:23]=3)([CH3:21])[C@@:19]([C:30]3[CH:35]=[CH:34][C:33]([Cl:36])=[CH:32][CH:31]=3)([CH3:29])[N:18]=[C:17]2[C:37]2[CH:38]=[N:39][C:40]([C:46]([CH3:49])([CH3:48])[CH3:47])=[CH:41][C:42]=2[O:43][CH2:44][CH3:45])=[O:15])[CH2:10][CH2:9]1)(C)(C)C.[OH-].[Li+].Cl.